From a dataset of Reaction yield outcomes from USPTO patents with 853,638 reactions. Predict the reaction yield, written as a fraction of the theoretical maximum amount of product (1.0 means a 100% yield; for example, 0.34 means a 34% yield). (1) The reactants are Br[CH2:2][C:3]1[CH:8]=[CH:7][CH:6]=[C:5]([F:9])[C:4]=1[CH2:10]Br.[CH3:12][NH2:13]. No catalyst specified. The product is [F:9][C:5]1[CH:6]=[CH:7][CH:8]=[C:3]2[C:4]=1[CH2:10][N:13]([CH3:12])[CH2:2]2. The yield is 0.310. (2) The reactants are [CH3:1][C:2]1[C:11]2[C:6](=[CH:7][CH:8]=[CH:9][CH:10]=2)[CH:5]=[C:4]([C:12]([OH:14])=O)[N:3]=1.[NH:15]1[CH:19]=[CH:18][N:17]=[C:16]1[NH:20][C:21]([C:23]1[C:31]2[NH:30][C:29]([NH2:32])=[N:28][C:27]=2[CH:26]=[CH:25][CH:24]=1)=[O:22].CN(C(ON1N=NC2C=CC=CC1=2)=[N+](C)C)C.F[P-](F)(F)(F)(F)F.CCN(C(C)C)C(C)C. The catalyst is CN(C=O)C. The product is [NH:17]1[CH:18]=[CH:19][N:15]=[C:16]1[NH:20][C:21]([C:23]1[C:31]2[N:30]=[C:29]([NH:32][C:12]([C:4]3[N:3]=[C:2]([CH3:1])[C:11]4[C:6]([CH:5]=3)=[CH:7][CH:8]=[CH:9][CH:10]=4)=[O:14])[NH:28][C:27]=2[CH:26]=[CH:25][CH:24]=1)=[O:22]. The yield is 0.150. (3) The reactants are [NH2:1][C:2]1[N:3]=[C:4]([CH3:21])[C:5]2[C:11](=S)[NH:10][C@@H:9]([C:13]3[CH:18]=[CH:17][C:16]([F:19])=[CH:15][C:14]=3[Br:20])[CH2:8][C:6]=2[N:7]=1.[CH3:22][C:23]1([CH3:32])[O:27][C@@H:26]([CH2:28][CH2:29][O:30][NH2:31])[CH2:25][O:24]1. The catalyst is [Hg](OC(C)=O)OC(C)=O.C1(C)C=CC=CC=1. The product is [CH3:22][C:23]1([CH3:32])[O:27][C@@H:26]([CH2:28][CH2:29][O:30]/[N:31]=[C:11]2\[NH:10][C@@H:9]([C:13]3[CH:18]=[CH:17][C:16]([F:19])=[CH:15][C:14]=3[Br:20])[CH2:8][C:6]3[N:7]=[C:2]([NH2:1])[N:3]=[C:4]([CH3:21])[C:5]\2=3)[CH2:25][O:24]1. The yield is 0.650.